Dataset: Forward reaction prediction with 1.9M reactions from USPTO patents (1976-2016). Task: Predict the product of the given reaction. (1) Given the reactants [N+:1]([C:4]1[CH:5]=[C:6]([OH:10])[CH:7]=[CH:8][CH:9]=1)([O-:3])=[O:2].Br[CH2:12][C:13]([O:15][C:16]([CH3:19])([CH3:18])[CH3:17])=[O:14].C(=O)([O-])[O-].[K+].[K+], predict the reaction product. The product is: [N+:1]([C:4]1[CH:5]=[C:6]([CH:7]=[CH:8][CH:9]=1)[O:10][CH2:12][C:13]([O:15][C:16]([CH3:19])([CH3:18])[CH3:17])=[O:14])([O-:3])=[O:2]. (2) Given the reactants [CH2:1]([O:3][C:4]([CH:6]1[C:11](=[O:12])[CH2:10][CH2:9][NH:8][CH2:7]1)=[O:5])[CH3:2].Cl.C(=O)(O)[O-].[Na+].Cl[C:20]([O:22][CH2:23][C:24]1[CH:29]=[CH:28][CH:27]=[CH:26][CH:25]=1)=[O:21].C(=O)([O-])[O-].[Na+].[Na+], predict the reaction product. The product is: [CH2:1]([O:3][C:4]([CH:6]1[C:11](=[O:12])[CH2:10][CH2:9][N:8]([C:20]([O:22][CH2:23][C:24]2[CH:29]=[CH:28][CH:27]=[CH:26][CH:25]=2)=[O:21])[CH2:7]1)=[O:5])[CH3:2]. (3) Given the reactants [Cl:1][C:2]1[N:10]=[C:9]2[C:5]([N:6]=[CH:7][N:8]2[CH:11]2[CH2:15][CH2:14][CH2:13][CH2:12]2)=[C:4]([NH:16][CH2:17][CH2:18][NH:19][C:20](=[O:31])[C:21]2[CH:26]=[CH:25][C:24]([O:27][CH3:28])=[C:23]([O:29][CH3:30])[CH:22]=2)[N:3]=1.[NH2:32][C@H:33]1[CH2:38][CH2:37][C@H:36]([NH2:39])[CH2:35][CH2:34]1, predict the reaction product. The product is: [ClH:1].[ClH:1].[NH2:32][C@H:33]1[CH2:38][CH2:37][C@H:36]([NH:39][C:2]2[N:10]=[C:9]3[C:5]([N:6]=[CH:7][N:8]3[CH:11]3[CH2:12][CH2:13][CH2:14][CH2:15]3)=[C:4]([NH:16][CH2:17][CH2:18][NH:19][C:20](=[O:31])[C:21]3[CH:26]=[CH:25][C:24]([O:27][CH3:28])=[C:23]([O:29][CH3:30])[CH:22]=3)[N:3]=2)[CH2:35][CH2:34]1. (4) Given the reactants [H-].[H-].[H-].[H-].[Li+].[Al+3].[CH2:7]([N:14]1[CH2:18][CH:17]2[C:19](=O)[NH:20][C:21](=O)[CH:16]2[CH2:15]1)[C:8]1[CH:13]=[CH:12][CH:11]=[CH:10][CH:9]=1.[C:24](O[C:24]([O:26][C:27]([CH3:30])([CH3:29])[CH3:28])=[O:25])([O:26][C:27]([CH3:30])([CH3:29])[CH3:28])=[O:25].C([O-])(O)=O.[Na+], predict the reaction product. The product is: [C:27]([O:26][C:24]([N:20]1[CH2:19][CH:17]2[CH:16]([CH2:15][N:14]([CH2:7][C:8]3[CH:13]=[CH:12][CH:11]=[CH:10][CH:9]=3)[CH2:18]2)[CH2:21]1)=[O:25])([CH3:30])([CH3:29])[CH3:28]. (5) The product is: [Cl:29][C:26]1[CH:25]=[CH:24][CH:23]=[CH:28][C:27]=1[CH2:30][O:16][C:11]1[CH:12]=[CH:13][CH:14]=[CH:15][C:10]=1[C:9]1[N:5]([CH2:4][CH2:3][C:2]([CH3:18])([CH3:17])[CH3:1])[CH:6]=[N:7][CH:8]=1. Given the reactants [CH3:1][C:2]([CH3:18])([CH3:17])[CH2:3][CH2:4][N:5]1[C:9]([C:10]2[CH:15]=[CH:14][CH:13]=[CH:12][C:11]=2[OH:16])=[CH:8][N:7]=[CH:6]1.[H-].[Na+].BrC[C:23]1[CH:28]=[CH:27][C:26]([Cl:29])=[CH:25][CH:24]=1.[CH3:30]N(C=O)C, predict the reaction product. (6) Given the reactants C(P(CC[CH2:12][CH3:13])CCCC)CCC.[OH:14]C1C=CC(CC(OC)=O)=CC=1.[Br:26][C:27]1[CH:32]=[CH:31][C:30](/[C:33](/[C:37]2[CH:42]=[CH:41][CH:40]=[CH:39][CH:38]=2)=[CH:34]/[CH2:35][OH:36])=[CH:29][CH:28]=1, predict the reaction product. The product is: [CH2:12]([O:36][C:35](=[O:14])/[CH:34]=[C:33](/[C:30]1[CH:29]=[CH:28][C:27]([Br:26])=[CH:32][CH:31]=1)\[C:37]1[CH:38]=[CH:39][CH:40]=[CH:41][CH:42]=1)[CH3:13]. (7) Given the reactants C([O:5][C:6]([C@H:8]1[CH2:12][CH2:11][CH2:10][N:9]1[C:13](=[O:39])[CH2:14][O:15][C:16]1[CH:21]=[CH:20][CH:19]=[C:18]([O:22][CH2:23][C:24]([N:26]2[CH2:30][CH2:29][CH2:28][C@@H:27]2[C:31]([O:33]C(C)(C)C)=[O:32])=[O:25])[C:17]=1[CH3:38])=[O:7])(C)(C)C, predict the reaction product. The product is: [C:31]([C@H:27]1[CH2:28][CH2:29][CH2:30][N:26]1[C:24](=[O:25])[CH2:23][O:22][C:18]1[C:17]([CH3:38])=[C:16]([CH:21]=[CH:20][CH:19]=1)[O:15][CH2:14][C:13]([N:9]1[CH2:10][CH2:11][CH2:12][C@@H:8]1[C:6]([OH:7])=[O:5])=[O:39])([OH:33])=[O:32]. (8) Given the reactants [NH:1](C(OC(C)(C)C)=O)[CH2:2][C:3]([OH:5])=[O:4].[F:13][C:14]([F:19])([F:18])[C:15]([OH:17])=[O:16], predict the reaction product. The product is: [F:13][C:14]([F:19])([F:18])[C:15]([OH:17])=[O:16].[NH2:1][CH2:2][C:3]([OH:5])=[O:4].